This data is from Forward reaction prediction with 1.9M reactions from USPTO patents (1976-2016). The task is: Predict the product of the given reaction. Given the reactants [N:1]1([C:7](=O)[CH2:8][C@@H:9]([NH:18][C:19]2[CH:24]=[CH:23][C:22]([S:25]([NH2:28])(=[O:27])=[O:26])=[CH:21][C:20]=2[S:29]([C:32]([F:35])([F:34])[F:33])(=[O:31])=[O:30])[CH2:10][S:11][C:12]2[CH:17]=[CH:16][CH:15]=[CH:14][CH:13]=2)[CH2:6][CH2:5][O:4][CH2:3][CH2:2]1.CO.Cl, predict the reaction product. The product is: [N:1]1([CH2:7][CH2:8][C@@H:9]([NH:18][C:19]2[CH:24]=[CH:23][C:22]([S:25]([NH2:28])(=[O:26])=[O:27])=[CH:21][C:20]=2[S:29]([C:32]([F:33])([F:34])[F:35])(=[O:30])=[O:31])[CH2:10][S:11][C:12]2[CH:13]=[CH:14][CH:15]=[CH:16][CH:17]=2)[CH2:6][CH2:5][O:4][CH2:3][CH2:2]1.